From a dataset of Full USPTO retrosynthesis dataset with 1.9M reactions from patents (1976-2016). Predict the reactants needed to synthesize the given product. (1) Given the product [CH:15]([C:11]1[CH:10]=[C:5]([CH:4]=[CH:3][C:2]=1[OH:1])[C:6]([O:8][CH3:9])=[O:7])=[O:16], predict the reactants needed to synthesize it. The reactants are: [OH:1][C:2]1[CH:11]=[CH:10][C:5]([C:6]([O:8][CH3:9])=[O:7])=[CH:4][CH:3]=1.[Cl-].[Mg+2].[Cl-].[CH2:15]=[O:16]. (2) Given the product [Br:1][C:2]1[C:14]([Cl:30])=[CH:13][C:12]([C:15](=[O:17])[NH2:16])=[C:11]2[C:3]=1[C:4]1[CH:5]=[CH:6][C:7]([C:18]([O:20][CH2:21][CH3:22])=[O:19])=[CH:8][C:9]=1[NH:10]2, predict the reactants needed to synthesize it. The reactants are: [Br:1][C:2]1[CH:14]=[CH:13][C:12]([C:15](=[O:17])[NH2:16])=[C:11]2[C:3]=1[C:4]1[CH:5]=[CH:6][C:7]([C:18]([O:20][CH2:21][CH3:22])=[O:19])=[CH:8][C:9]=1[NH:10]2.C1C(=O)N([Cl:30])C(=O)C1. (3) Given the product [Br:19][C:12]1[CH:13]=[C:8]([O:7][C:6]2[CH:15]=[CH:16][C:3]([C:2]([F:1])([F:17])[F:18])=[CH:4][CH:5]=2)[C:9]([NH2:14])=[N:10][CH:11]=1, predict the reactants needed to synthesize it. The reactants are: [F:1][C:2]([F:18])([F:17])[C:3]1[CH:16]=[CH:15][C:6]([O:7][C:8]2[C:9]([NH2:14])=[N:10][CH:11]=[CH:12][CH:13]=2)=[CH:5][CH:4]=1.[Br:19]Br. (4) Given the product [CH:24]1([N:19]2[C:18](=[O:30])[C:17]([NH:16][C:10]([C:7]3[C:6]([CH3:13])=[C:5](/[CH:4]=[CH:3]/[C:2]([CH3:1])([CH3:15])[CH3:14])[O:9][N:8]=3)=[O:12])=[C:21]([CH3:22])[N:20]2[CH3:23])[CH2:25][CH2:26][CH2:27][CH2:28][CH2:29]1, predict the reactants needed to synthesize it. The reactants are: [CH3:1][C:2]([CH3:15])([CH3:14])/[CH:3]=[CH:4]/[C:5]1[O:9][N:8]=[C:7]([C:10]([OH:12])=O)[C:6]=1[CH3:13].[NH2:16][C:17]1[C:18](=[O:30])[N:19]([CH:24]2[CH2:29][CH2:28][CH2:27][CH2:26][CH2:25]2)[N:20]([CH3:23])[C:21]=1[CH3:22].CCN(C(C)C)C(C)C.CN(C(ON1N=NC2C=CC=NC1=2)=[N+](C)C)C.F[P-](F)(F)(F)(F)F. (5) Given the product [F:24][C:23]([F:26])([F:25])[C:57]([OH:40])=[O:58].[CH:54]([N:1]([CH3:41])[C@@H:2]1[CH2:7][CH2:6][C@H:5]([N:8]2[CH2:14][CH2:13][CH2:12][CH2:11][C@H:10]([NH:15][C:16](=[O:27])[C:17]3[CH:22]=[CH:21][CH:20]=[C:19]([C:23]([F:26])([F:25])[F:24])[CH:18]=3)[C:9]2=[O:28])[C@H:4]([CH2:29][S:30]([C:33]2[CH:34]=[CH:35][CH:36]=[CH:37][CH:38]=2)(=[O:32])=[O:31])[CH2:3]1)([CH3:56])[CH3:53], predict the reactants needed to synthesize it. The reactants are: [NH2:1][C@@H:2]1[CH2:7][CH2:6][C@H:5]([N:8]2[CH2:14][CH2:13][CH2:12][CH2:11][C@H:10]([NH:15][C:16](=[O:27])[C:17]3[CH:22]=[CH:21][CH:20]=[C:19]([C:23]([F:26])([F:25])[F:24])[CH:18]=3)[C:9]2=[O:28])[C@H:4]([CH2:29][S:30]([C:33]2[CH:38]=[CH:37][CH:36]=[CH:35][CH:34]=2)(=[O:32])=[O:31])[CH2:3]1.[BH-](OC(C)=O)(OC(C)=O)[O:40][C:41](C)=O.[Na+].[CH3:53][C:54]([CH3:56])=O.[CH2:57]=[O:58]. (6) Given the product [CH2:27]([O:29][CH:30]([O:33][CH2:34][CH3:35])[CH2:31][CH:8]([C:9]1[CH:14]=[CH:13][CH:12]=[CH:11][C:10]=1[O:15][C:16]([F:18])([F:19])[F:17])[C:7]([CH:1]1[CH2:6][CH2:5][CH2:4][CH2:3][CH2:2]1)=[O:20])[CH3:28], predict the reactants needed to synthesize it. The reactants are: [CH:1]1([C:7](=[O:20])[CH2:8][C:9]2[CH:14]=[CH:13][CH:12]=[CH:11][C:10]=2[O:15][C:16]([F:19])([F:18])[F:17])[CH2:6][CH2:5][CH2:4][CH2:3][CH2:2]1.CC(C)([O-])C.[K+].[CH2:27]([O:29][CH:30]([O:33][CH2:34][CH3:35])[CH2:31]Br)[CH3:28]. (7) Given the product [CH3:33][O:32][C:24]1[CH:25]=[C:26]([C:2]2[N:7]=[C:6]([O:8][C@@H:9]([C@@H:11]3[CH2:12][C:13](=[O:16])[NH:14][CH2:15]3)[CH3:10])[C:5]3[N:17]([CH3:20])[CH:18]=[N:19][C:4]=3[CH:3]=2)[CH:27]=[CH:28][C:23]=1[C:21]#[N:22], predict the reactants needed to synthesize it. The reactants are: Cl[C:2]1[N:7]=[C:6]([O:8][C@@H:9]([C@H:11]2[CH2:15][NH:14][C:13](=[O:16])[CH2:12]2)[CH3:10])[C:5]2[N:17]([CH3:20])[CH:18]=[N:19][C:4]=2[CH:3]=1.[C:21]([C:23]1[CH:28]=[CH:27][C:26](B(O)O)=[CH:25][C:24]=1[O:32][CH3:33])#[N:22].